Dataset: Catalyst prediction with 721,799 reactions and 888 catalyst types from USPTO. Task: Predict which catalyst facilitates the given reaction. Reactant: [Br:1][C:2]1[C:3]2[N:4]([N:8]=[C:9]([NH2:17])[C:10]=2[C:11]2[CH:16]=[CH:15][CH:14]=[CH:13][CH:12]=2)[CH:5]=[CH:6][CH:7]=1.CCN(CC)CC.[CH:25]1([C:28](Cl)=[O:29])[CH2:27][CH2:26]1. Product: [Br:1][C:2]1[C:3]2[N:4]([N:8]=[C:9]([NH:17][C:28]([CH:25]3[CH2:27][CH2:26]3)=[O:29])[C:10]=2[C:11]2[CH:16]=[CH:15][CH:14]=[CH:13][CH:12]=2)[CH:5]=[CH:6][CH:7]=1. The catalyst class is: 2.